Dataset: Reaction yield outcomes from USPTO patents with 853,638 reactions. Task: Predict the reaction yield, written as a fraction of the theoretical maximum amount of product (1.0 means a 100% yield; for example, 0.34 means a 34% yield). (1) The reactants are [Cl:1][C:2]1[CH:3]=[C:4]([C:12]([NH:14][C@@H:15]([CH2:21][C:22]2[CH:27]=[CH:26][C:25]([C:28]3[N:29]=[C:30]4[C:35]([CH3:36])=[CH:34][CH:33]=[CH:32][N:31]4[CH:37]=3)=[CH:24][CH:23]=2)[CH2:16][CH2:17][C:18]([OH:20])=O)=[O:13])[CH:5]=[CH:6][C:7]=1[O:8][CH:9]([CH3:11])[CH3:10].C([N:40](CC)CC)C.ClC(OCC)=O. The catalyst is C1COCC1. The product is [NH2:40][C:18](=[O:20])[CH2:17][CH2:16][C@@H:15]([NH:14][C:12](=[O:13])[C:4]1[CH:5]=[CH:6][C:7]([O:8][CH:9]([CH3:10])[CH3:11])=[C:2]([Cl:1])[CH:3]=1)[CH2:21][C:22]1[CH:23]=[CH:24][C:25]([C:28]2[N:29]=[C:30]3[C:35]([CH3:36])=[CH:34][CH:33]=[CH:32][N:31]3[CH:37]=2)=[CH:26][CH:27]=1. The yield is 0.900. (2) The reactants are [Cl:1]/[CH:2]=[CH:3]\Cl.C([CH:7]1[CH2:12][CH2:11][CH2:10][CH2:9][CH2:8]1)=C. The catalyst is C1C=CC=CC=1. The product is [Cl:1]/[CH:2]=[CH:3]\[CH:7]1[CH2:12][CH2:11][CH2:10][CH2:9][CH2:8]1. The yield is 0.750. (3) The reactants are FC1C=C2C(C(I)=CN2S(C2C=CC=CC=2)(=O)=O)=CC=1.[F:21][C:22]1[CH:30]=[C:29]2[C:25]([C:26]([C:40]3[CH:41]=[N:42][N:43]([CH:45]4[CH2:50][CH2:49][N:48]([S:51]([CH3:54])(=[O:53])=[O:52])[CH2:47][CH2:46]4)[CH:44]=3)=[CH:27][N:28]2S(C2C=CC=CC=2)(=O)=O)=[CH:24][CH:23]=1. No catalyst specified. The product is [F:21][C:22]1[CH:30]=[C:29]2[C:25]([C:26]([C:40]3[CH:41]=[N:42][N:43]([CH:45]4[CH2:46][CH2:47][N:48]([S:51]([CH3:54])(=[O:52])=[O:53])[CH2:49][CH2:50]4)[CH:44]=3)=[CH:27][NH:28]2)=[CH:24][CH:23]=1. The yield is 0.620.